Dataset: Catalyst prediction with 721,799 reactions and 888 catalyst types from USPTO. Task: Predict which catalyst facilitates the given reaction. Reactant: Cl[C:2]1[C:11]2[C:6](=[CH:7][C:8]([F:13])=[CH:9][C:10]=2[F:12])[N:5]=[C:4]([C:14]2[CH:19]=[CH:18][CH:17]=[CH:16][N:15]=2)[C:3]=1[CH2:20][CH3:21].[O:22]1[CH2:27][CH2:26][N:25]([C:28]2[C:33]([NH2:34])=[CH:32][C:31]([N:35]3[CH2:40][CH2:39][O:38][CH2:37][CH2:36]3)=[CH:30][N:29]=2)[CH2:24][CH2:23]1. Product: [N:25]1([C:28]2[C:33]([NH:34][C:2]3[C:11]4[C:6](=[CH:7][C:8]([F:13])=[CH:9][C:10]=4[F:12])[N:5]=[C:4]([C:14]4[CH:19]=[CH:18][CH:17]=[CH:16][N:15]=4)[C:3]=3[CH2:20][CH3:21])=[CH:32][C:31]([N:35]3[CH2:36][CH2:37][O:38][CH2:39][CH2:40]3)=[CH:30][N:29]=2)[CH2:24][CH2:23][O:22][CH2:27][CH2:26]1. The catalyst class is: 11.